Dataset: Full USPTO retrosynthesis dataset with 1.9M reactions from patents (1976-2016). Task: Predict the reactants needed to synthesize the given product. The reactants are: [F:1][C:2]([F:38])([F:37])[CH2:3][NH:4][C:5]([C:7]1([CH2:20][CH2:21][CH2:22][CH2:23][N:24]2[CH2:29][CH2:28][N:27](OC(C)(C)C)[CH2:26][C:25]2=C=O)[C:19]2[CH:18]=[CH:17][CH:16]=[CH:15][C:14]=2[C:13]2[C:8]1=[CH:9][CH:10]=[CH:11][CH:12]=2)=[O:6].FC(F)(F)C(O)=O. Given the product [F:37][C:2]([F:1])([F:38])[CH2:3][NH:4][C:5]([C:7]1([CH2:20][CH2:21][CH2:22][CH2:23][N:24]2[CH2:25][CH2:26][NH:27][CH2:28][CH2:29]2)[C:8]2[CH:9]=[CH:10][CH:11]=[CH:12][C:13]=2[C:14]2[C:19]1=[CH:18][CH:17]=[CH:16][CH:15]=2)=[O:6], predict the reactants needed to synthesize it.